Binary Classification. Given a T-cell receptor sequence (or CDR3 region) and an epitope sequence, predict whether binding occurs between them. From a dataset of TCR-epitope binding with 47,182 pairs between 192 epitopes and 23,139 TCRs. (1) The TCR CDR3 sequence is CASSAPTGRTYNEQFF. The epitope is EPLPQGQLTAY. Result: 0 (the TCR does not bind to the epitope). (2) The epitope is KPLEFGATSAAL. The TCR CDR3 sequence is CASSLIPADPFYNEQFF. Result: 1 (the TCR binds to the epitope). (3) The epitope is LPAADLDDF. The TCR CDR3 sequence is CASSLVRGTEWGYTF. Result: 1 (the TCR binds to the epitope). (4) The epitope is TLIGDCATV. The TCR CDR3 sequence is CSAREGDTQYF. Result: 0 (the TCR does not bind to the epitope).